This data is from Forward reaction prediction with 1.9M reactions from USPTO patents (1976-2016). The task is: Predict the product of the given reaction. (1) Given the reactants [OH:1][C:2]1[C:6]([CH2:7][C:8]([O:10][CH3:11])=[O:9])=[CH:5][N:4]([CH3:12])[N:3]=1.Cl[CH2:14][C:15]1[CH:16]=[CH:17][C:18]([O:21][CH2:22][C:23]2[N:24]=[C:25]([C:29]3[O:30][CH:31]=[CH:32][CH:33]=3)[O:26][C:27]=2[CH3:28])=[N:19][CH:20]=1.C(=O)([O-])[O-].[K+].[K+].CN(C)C=O, predict the reaction product. The product is: [O:30]1[CH:31]=[CH:32][CH:33]=[C:29]1[C:25]1[O:26][C:27]([CH3:28])=[C:23]([CH2:22][O:21][C:18]2[N:19]=[CH:20][C:15]([CH2:14][O:1][C:2]3[C:6]([CH2:7][C:8]([O:10][CH3:11])=[O:9])=[CH:5][N:4]([CH3:12])[N:3]=3)=[CH:16][CH:17]=2)[N:24]=1. (2) Given the reactants [C:1]([O:5][C:6]([CH2:8]P(=O)(OC)OC)=[O:7])([CH3:4])([CH3:3])[CH3:2].C([Li])CCC.[CH2:20]([N:22]1[C:31]2[C:26](=[CH:27][C:28]([CH3:46])=[C:29]([C:32]3[CH:33]=[C:34]([CH:37]=[CH:38][C:39]=3[O:40][CH2:41][C:42]([F:45])([F:44])[F:43])[CH:35]=O)[CH:30]=2)[C:25]([CH3:48])([CH3:47])[CH2:24][C:23]1=[O:49])[CH3:21], predict the reaction product. The product is: [C:1]([O:5][C:6](=[O:7])[CH:8]=[CH:35][C:34]1[CH:37]=[CH:38][C:39]([O:40][CH2:41][C:42]([F:43])([F:44])[F:45])=[C:32]([C:29]2[CH:30]=[C:31]3[C:26]([C:25]([CH3:48])([CH3:47])[CH2:24][C:23](=[O:49])[N:22]3[CH2:20][CH3:21])=[CH:27][C:28]=2[CH3:46])[CH:33]=1)([CH3:2])([CH3:3])[CH3:4]. (3) The product is: [OH:1][C:2]1[C:3]2[O:16][N:15]=[C:14]([C:17]3[CH:22]=[CH:21][CH:20]=[CH:19][CH:18]=3)[C:4]=2[C:5]([C:35]#[C:34][Si:30]([CH3:33])([CH3:32])[CH3:31])=[N:6][C:7]=1[C:8]([O:10][CH2:11][CH3:12])=[O:9]. Given the reactants [OH:1][C:2]1[C:3]2[O:16][N:15]=[C:14]([C:17]3[CH:22]=[CH:21][CH:20]=[CH:19][CH:18]=3)[C:4]=2[C:5](I)=[N:6][C:7]=1[C:8]([O:10][CH2:11][CH3:12])=[O:9].C(NC(C)C)(C)C.[Si:30]([C:34]#[CH:35])([CH3:33])([CH3:32])[CH3:31], predict the reaction product. (4) Given the reactants [OH:1][N:2]1[C:7]([CH3:9])([CH3:8])[CH2:6][CH2:5][CH2:4][C:3]1([CH3:11])[CH3:10].N(OC(C)(C)C)=O.N[C:20]1[CH:25]=[CH:24][CH:23]=[CH:22][CH:21]=1, predict the reaction product. The product is: [O:1]([N:2]1[C:7]([CH3:9])([CH3:8])[CH2:6][CH2:5][CH2:4][C:3]1([CH3:11])[CH3:10])[C:20]1[CH:25]=[CH:24][CH:23]=[CH:22][CH:21]=1. (5) The product is: [O:25]=[C:24]([C:10]1[O:11][C:7]([C:2]2[CH:3]=[CH:4][CH:5]=[CH:6][N:1]=2)=[CH:8][N:9]=1)[CH2:23][CH2:22][CH2:21][CH2:20][CH2:19][CH2:18][C:13]1[CH:14]=[CH:15][CH:16]=[CH:17][C:12]=1[CH3:27]. Given the reactants [N:1]1[CH:6]=[CH:5][CH:4]=[CH:3][C:2]=1[C:7]1[O:11][CH:10]=[N:9][CH:8]=1.[C:12]1([CH3:27])[CH:17]=[CH:16][CH:15]=[CH:14][C:13]=1[CH2:18][CH2:19][CH2:20][CH2:21][CH2:22][CH2:23][C:24](O)=[O:25], predict the reaction product. (6) The product is: [CH3:5][N:6]([CH3:12])[C@H:7]1[CH2:11][CH2:10][N:9]([C:14]2[C:22]3[O:21][C:20]([C:23]([N:25]4[CH2:30][CH2:29][CH2:28][CH2:27][CH2:26]4)=[O:24])([C:40]#[N:42])[NH:19][C:18]=3[CH:17]=[C:16]([CH3:33])[C:15]=2[C:34]2[CH:39]=[CH:38][CH:37]=[CH:36][CH:35]=2)[CH2:8]1. Given the reactants CS(C)=O.[CH3:5][N:6]([CH3:12])[C@H:7]1[CH2:11][CH2:10][NH:9][CH2:8]1.F[C:14]1[C:15]([C:34]2[CH:39]=[CH:38][CH:37]=[CH:36][CH:35]=2)=[C:16]([CH3:33])[C:17](C#N)=[C:18]2[C:22]=1[O:21][C:20]([C:23]([N:25]1[CH2:30][CH2:29][CH2:28][CH2:27][CH2:26]1)=[O:24])=[N:19]2.[CH2:40]([N:42](CC)CC)C, predict the reaction product.